The task is: Regression/Classification. Given a drug SMILES string, predict its absorption, distribution, metabolism, or excretion properties. Task type varies by dataset: regression for continuous measurements (e.g., permeability, clearance, half-life) or binary classification for categorical outcomes (e.g., BBB penetration, CYP inhibition). Dataset: cyp2d6_veith.. This data is from CYP2D6 inhibition data for predicting drug metabolism from PubChem BioAssay. (1) The drug is O=c1ccc(NS(=O)(=O)c2ccc(Cl)cc2)cn1Cc1ccc(Cl)c(Cl)c1. The result is 1 (inhibitor). (2) The molecule is COc1ccc(C(=O)c2c[nH]c(C(=O)NCc3cccs3)c2)cc1. The result is 0 (non-inhibitor). (3) The compound is COc1ncc2nc(-c3ccc(F)cc3)c(=O)n(C)c2n1. The result is 0 (non-inhibitor). (4) The molecule is N#CCCn1c(=O)c(CCc2ccccc2)nc2cnc(Nc3ccccc3)nc21. The result is 0 (non-inhibitor). (5) The compound is C=CCC(NCc1ccco1)c1ccc(OC)cc1. The result is 1 (inhibitor). (6) The molecule is CC(=O)OC[C@H]1O[C@@H](O/N=C(\C)CCN2CCCCc3nc(C)c(C)cc32)[C@H](OC(C)=O)[C@@H](OC(C)=O)[C@H]1OC(C)=O. The result is 1 (inhibitor). (7) The drug is Cc1ccc(SCc2cc(=O)[nH]c(/N=C(\N)Nc3ccc(C)c(C)c3)n2)cc1. The result is 0 (non-inhibitor). (8) The compound is CC(C)C[C@H](NC(=O)N1CCCCCC1)C(=O)N[C@H](Cc1cn(C)c2ccccc12)C(=O)N[C@H](Cc1ccccn1)C(=O)O. The result is 0 (non-inhibitor). (9) The drug is COc1cc(N)c(Cl)cc1C(=O)NC1CCN(Cc2ccccc2)CC1. The result is 1 (inhibitor).